From a dataset of Full USPTO retrosynthesis dataset with 1.9M reactions from patents (1976-2016). Predict the reactants needed to synthesize the given product. (1) Given the product [ClH:18].[Cl:18][C:16]1[S:17][C:11]2[CH2:10][CH2:9][NH:8][CH2:14][CH2:13][C:12]=2[C:15]=1[Cl:19], predict the reactants needed to synthesize it. The reactants are: C([N:8]1[CH2:14][CH2:13][C:12]2[C:15]([Cl:19])=[C:16]([Cl:18])[S:17][C:11]=2[CH2:10][CH2:9]1)C1C=CC=CC=1.ClC(OC(Cl)C)=O. (2) Given the product [F:1][C:2]1[CH:3]=[CH:4][C:5]2[N:9]=[C:8]([C@@H:10]([NH2:12])[CH3:11])[N:7]([C:16]3[CH:17]=[N:18][CH:19]=[CH:20][CH:21]=3)[C:6]=2[CH:22]=1, predict the reactants needed to synthesize it. The reactants are: [F:1][C:2]1[CH:3]=[CH:4][C:5]2[N:9]=[C:8]([C@@H:10]([NH:12]C(=O)C)[CH3:11])[N:7]([C:16]3[CH:17]=[N:18][CH:19]=[CH:20][CH:21]=3)[C:6]=2[CH:22]=1.Cl. (3) Given the product [CH3:40][O:39][C:26]1[CH:27]=[C:28]([C:35]([F:36])([F:37])[F:38])[CH:29]=[C:30]([C:31]([F:34])([F:32])[F:33])[C:25]=1[C:24]([NH:23][C:13]1([C:17]2[CH:18]=[CH:19][CH:20]=[CH:21][CH:22]=2)[CH2:14][CH2:15][CH2:16][NH:11][CH2:12]1)=[O:41], predict the reactants needed to synthesize it. The reactants are: C(OC([N:11]1[CH2:16][CH2:15][CH2:14][C:13]([NH:23][C:24](=[O:41])[C:25]2[C:30]([C:31]([F:34])([F:33])[F:32])=[CH:29][C:28]([C:35]([F:38])([F:37])[F:36])=[CH:27][C:26]=2[O:39][CH3:40])([C:17]2[CH:22]=[CH:21][CH:20]=[CH:19][CH:18]=2)[CH2:12]1)=O)C1C=CC=CC=1. (4) Given the product [CH3:1][C:2]1[CH:7]=[C:6]([CH3:8])[NH:5][C:4](=[O:9])[C:3]=1[CH2:10][NH:11][C:12]([C:14]1[C:15]([CH3:35])=[C:16]([CH:19]([CH:22]2[CH2:23][CH2:24][NH:25][CH2:26][CH2:27]2)[CH2:20][CH3:21])[S:17][CH:18]=1)=[O:13], predict the reactants needed to synthesize it. The reactants are: [CH3:1][C:2]1[CH:7]=[C:6]([CH3:8])[NH:5][C:4](=[O:9])[C:3]=1[CH2:10][NH:11][C:12]([C:14]1[C:15]([CH3:35])=[C:16]([CH:19]([CH:22]2[CH2:27][CH2:26][N:25](C(OC(C)(C)C)=O)[CH2:24][CH2:23]2)[CH2:20][CH3:21])[S:17][CH:18]=1)=[O:13].Cl.O1CCOCC1. (5) Given the product [CH3:1][O:2][C:3]1[CH:4]=[C:5]2[C:9](=[CH:10][C:11]=1[O:12][CH3:13])[C:8](=[O:14])[C:7](=[CH:15][C:16]1[CH:21]=[CH:20][N:19]=[CH:18][CH:17]=1)[CH2:6]2, predict the reactants needed to synthesize it. The reactants are: [CH3:1][O:2][C:3]1[CH:4]=[C:5]2[C:9](=[CH:10][C:11]=1[O:12][CH3:13])[C:8](=[O:14])[CH:7]([CH2:15][CH:16]1[CH2:21][CH2:20][N:19](CC3C=CC=CC=3)[CH2:18][CH2:17]1)[CH2:6]2.COC1C=C2C(=CC=1OC)C(=O)CC2.N1C=CC(C=O)=CC=1.